Dataset: Full USPTO retrosynthesis dataset with 1.9M reactions from patents (1976-2016). Task: Predict the reactants needed to synthesize the given product. (1) Given the product [F:1][C:2]1[C:25]([F:26])=[CH:24][CH:23]=[CH:22][C:3]=1[CH2:4][N:5]1[C:9]2=[N:10][C:11]([CH3:21])=[C:12]([C@H:15]([OH:20])[C:16]([O:18][CH3:19])=[O:17])[C:13]([I:14])=[C:8]2[CH:7]=[CH:6]1, predict the reactants needed to synthesize it. The reactants are: [F:1][C:2]1[C:25]([F:26])=[CH:24][CH:23]=[CH:22][C:3]=1[CH2:4][N:5]1[C:9]2=[N:10][C:11]([CH3:21])=[C:12]([C:15](=[O:20])[C:16]([O:18][CH3:19])=[O:17])[C:13]([I:14])=[C:8]2[CH:7]=[CH:6]1.CB1N2CCC[C@@H]2C(C2C=CC=CC=2)(C2C=CC=CC=2)O1.CCO.C(=O)=O.C([O-])([O-])=O.[Na+].[Na+].O. (2) Given the product [CH3:15][N:16]([C:17]([O:18][C:19]([CH3:22])([CH3:21])[CH3:20])=[O:23])[C:24]1[N:25]=[CH:26][C:27]([C:2]2[N:3]=[C:4]3[N:9]([CH:10]=2)[CH:8]=[C:7]([C:11]([O:13][CH3:14])=[O:12])[CH:6]=[CH:5]3)=[CH:28][CH:29]=1, predict the reactants needed to synthesize it. The reactants are: Br[C:2]1[N:3]=[C:4]2[N:9]([CH:10]=1)[CH:8]=[C:7]([C:11]([O:13][CH3:14])=[O:12])[CH:6]=[CH:5]2.[CH3:15][N:16]([C:24]1[CH:29]=[CH:28][C:27](B2OC(C)(C)C(C)(C)O2)=[CH:26][N:25]=1)[C:17](=[O:23])[O:18][C:19]([CH3:22])([CH3:21])[CH3:20].C(=O)([O-])[O-].[Cs+].[Cs+]. (3) Given the product [C:13]1([C:10]2[CH:11]=[CH:12][N:8]([CH2:7][C:6]3[CH:5]=[CH:4][C:3]([OH:2])=[CH:20][CH:19]=3)[N:9]=2)[CH:14]=[CH:15][CH:16]=[CH:17][CH:18]=1, predict the reactants needed to synthesize it. The reactants are: C[O:2][C:3]1[CH:20]=[CH:19][C:6]([CH2:7][N:8]2[CH:12]=[CH:11][C:10]([C:13]3[CH:18]=[CH:17][CH:16]=[CH:15][CH:14]=3)=[N:9]2)=[CH:5][CH:4]=1.B(Br)(Br)Br. (4) Given the product [Cl:29][C:19]1[C:20]([C:21]2[CH:22]=[CH:23][CH:24]=[CH:25][CH:26]=2)=[N:1][N:27]=[C:17]2[NH:16][N:15]=[C:14]([C:10]3[CH:11]=[CH:12][CH:13]=[C:8]([F:7])[CH:9]=3)[C:18]=12, predict the reactants needed to synthesize it. The reactants are: [N:1]([O-])=O.[Na+].[CH]Cl.[F:7][C:8]1[CH:9]=[C:10]([C:14]2[C:18]([C:19]#[C:20][C:21]3[CH:26]=[CH:25][CH:24]=[CH:23][CH:22]=3)=[C:17]([NH2:27])[NH:16][N:15]=2)[CH:11]=[CH:12][CH:13]=1.[Na+].[Cl-:29]. (5) Given the product [NH2:6][CH2:5][CH:16]([OH:17])[CH2:15][CH2:14][C:11]1[CH:12]=[CH:13][C:8]([F:7])=[CH:9][CH:10]=1, predict the reactants needed to synthesize it. The reactants are: [Si]([C:5]#[N:6])(C)(C)C.[F:7][C:8]1[CH:13]=[CH:12][C:11]([CH2:14][CH2:15][CH:16]=[O:17])=[CH:10][CH:9]=1.[H-].[H-].[H-].[H-].[Li+].[Al+3].C1COCC1.[OH-].[Na+]. (6) Given the product [O:1]=[C:2]1[N:8]([CH:9]2[CH2:10][CH2:11][N:12]([C:15]([O:17][C@H:18]([CH2:37][C:38]3[CH:43]=[C:42]([CH3:44])[C:41]([OH:45])=[C:40]([CH3:46])[CH:39]=3)[C:19]([N:21]3[CH2:22][CH2:23][CH:24]([CH:27]4[CH2:32][CH2:31][N:30]([CH2:33][C:34]([O:36][CH2:54][CH2:53][O:52][CH3:51])=[O:35])[CH2:29][CH2:28]4)[CH2:25][CH2:26]3)=[O:20])=[O:16])[CH2:13][CH2:14]2)[CH2:7][CH2:6][C:5]2[CH:47]=[CH:48][CH:49]=[CH:50][C:4]=2[NH:3]1, predict the reactants needed to synthesize it. The reactants are: [O:1]=[C:2]1[N:8]([CH:9]2[CH2:14][CH2:13][N:12]([C:15]([O:17][C@H:18]([CH2:37][C:38]3[CH:43]=[C:42]([CH3:44])[C:41]([OH:45])=[C:40]([CH3:46])[CH:39]=3)[C:19]([N:21]3[CH2:26][CH2:25][CH:24]([CH:27]4[CH2:32][CH2:31][N:30]([CH2:33][C:34]([OH:36])=[O:35])[CH2:29][CH2:28]4)[CH2:23][CH2:22]3)=[O:20])=[O:16])[CH2:11][CH2:10]2)[CH2:7][CH2:6][C:5]2[CH:47]=[CH:48][CH:49]=[CH:50][C:4]=2[NH:3]1.[CH3:51][O:52][CH2:53][CH2:54]O. (7) Given the product [NH3:19].[Cl:1][C:2]1[CH:3]=[C:4]([C:8]2([CH2:18][NH2:19])[CH2:9][CH2:10][C:11]3([O:12][CH2:13][CH2:14][O:15]3)[CH2:16][CH2:17]2)[CH:5]=[CH:6][CH:7]=1, predict the reactants needed to synthesize it. The reactants are: [Cl:1][C:2]1[CH:3]=[C:4]([C:8]2([C:18]#[N:19])[CH2:17][CH2:16][C:11]3([O:15][CH2:14][CH2:13][O:12]3)[CH2:10][CH2:9]2)[CH:5]=[CH:6][CH:7]=1.[H-].[Al+3].[Li+].[H-].[H-].[H-].